Predict the reactants needed to synthesize the given product. From a dataset of Full USPTO retrosynthesis dataset with 1.9M reactions from patents (1976-2016). (1) Given the product [CH2:1]([O:5][C:6]1[C:11]([F:12])=[C:10]([N:14]2[CH2:19][CH2:18][CH2:17][CH2:16][CH2:15]2)[N:9]=[CH:8][N:7]=1)[C:2]#[C:3][CH3:4], predict the reactants needed to synthesize it. The reactants are: [CH2:1]([O:5][C:6]1[C:11]([F:12])=[C:10](F)[N:9]=[CH:8][N:7]=1)[C:2]#[C:3][CH3:4].[NH:14]1[CH2:19][CH2:18][CH2:17][CH2:16][CH2:15]1. (2) Given the product [CH3:1][C:2]1([CH3:16])[C:14](=[O:15])[C:13]2[C:12]3[C:7](=[CH:8][CH:9]=[CH:10][CH:11]=3)[N:6]([CH2:28][C:25]3[CH:26]=[CH:27][C:22]([C:21]([O:20][CH3:19])=[O:30])=[CH:23][CH:24]=3)[C:5]=2[CH2:4][CH2:3]1, predict the reactants needed to synthesize it. The reactants are: [CH3:1][C:2]1([CH3:16])[C:14](=[O:15])[C:13]2[C:12]3[C:7](=[CH:8][CH:9]=[CH:10][CH:11]=3)[NH:6][C:5]=2[CH2:4][CH2:3]1.[H-].[Na+].[CH3:19][O:20][C:21](=[O:30])[C:22]1[CH:27]=[CH:26][C:25]([CH2:28]Br)=[CH:24][CH:23]=1. (3) Given the product [OH:1][CH:9]1[CH2:10][CH2:11][C:12]2([CH2:13][CH2:14][N:15]([C:18]([O:20][C:21]([CH3:24])([CH3:23])[CH3:22])=[O:19])[CH2:16][CH2:17]2)[O:7][CH2:8]1, predict the reactants needed to synthesize it. The reactants are: [O:1]1CCCC1.B.[O:7]1[C:12]2([CH2:17][CH2:16][N:15]([C:18]([O:20][C:21]([CH3:24])([CH3:23])[CH3:22])=[O:19])[CH2:14][CH2:13]2)[CH2:11][CH:10]=[CH:9][CH2:8]1.[OH-].[Na+].OO. (4) Given the product [O:36]=[C:8]1[C:9]2[C:14](=[CH:13][CH:12]=[C:11]([C:16]3[CH:21]=[CH:20][C:19]([NH:22][C:23]([NH:25][C:26]4[CH:31]=[CH:30][CH:29]=[C:28]([C:32]([F:34])([F:33])[F:35])[CH:27]=4)=[O:24])=[CH:18][CH:17]=3)[CH:10]=2)[CH2:15][N:7]1[C@@H:3]([CH3:2])[C:4]([OH:6])=[O:5], predict the reactants needed to synthesize it. The reactants are: C[CH:2](C)[C@@H:3]([N:7]1[CH2:15][C:14]2[C:9](=[CH:10][C:11]([C:16]3[CH:21]=[CH:20][C:19]([NH:22][C:23]([NH:25][C:26]4[CH:31]=[CH:30][CH:29]=[C:28]([C:32]([F:35])([F:34])[F:33])[CH:27]=4)=[O:24])=[CH:18][CH:17]=3)=[CH:12][CH:13]=2)[C:8]1=[O:36])[C:4]([OH:6])=[O:5].O=C1C2C(=CC=C(C3C=CC(NC(NC4C=CC=C(C(F)(F)F)C=4)=O)=CC=3)C=2)CN1[C@@H](C)C(OC)=O. (5) Given the product [CH2:1]([C:3]1[C:11]2[C:6](=[CH:7][C:8]([C:12]3[N:16]([C:17]4[CH:22]=[CH:21][C:20]([S:23]([CH3:26])(=[O:25])=[O:24])=[CH:19][CH:18]=4)[N:15]=[CH:14][CH:13]=3)=[CH:9][CH:10]=2)[N:5]([C:28]2[N:33]=[CH:32][CH:31]=[CH:30][N:29]=2)[N:4]=1)[CH3:2], predict the reactants needed to synthesize it. The reactants are: [CH2:1]([C:3]1[C:11]2[C:6](=[CH:7][C:8]([C:12]3[N:16]([C:17]4[CH:22]=[CH:21][C:20]([S:23]([CH3:26])(=[O:25])=[O:24])=[CH:19][CH:18]=4)[N:15]=[CH:14][CH:13]=3)=[CH:9][CH:10]=2)[NH:5][N:4]=1)[CH3:2].Br[C:28]1[N:33]=[CH:32][CH:31]=[CH:30][N:29]=1.CC1(C)C2C=CC=C(P(C3C=CC=CC=3)C3C=CC=CC=3)C=2OC2C1=CC=CC=2P(C1C=CC=CC=1)C1C=CC=CC=1.CC(C)([O-])C.[Na+]. (6) Given the product [Br:17][C:18]1[CH:23]=[CH:22][C:21]([NH:24][C:25](=[O:26])[NH:1][C:2]2[CH:16]=[CH:15][C:5]([C:6]([N:8]([CH2:10][CH2:11][N:12]([CH3:13])[CH3:14])[CH3:9])=[O:7])=[CH:4][CH:3]=2)=[CH:20][CH:19]=1, predict the reactants needed to synthesize it. The reactants are: [NH2:1][C:2]1[CH:16]=[CH:15][C:5]([C:6]([N:8]([CH2:10][CH2:11][N:12]([CH3:14])[CH3:13])[CH3:9])=[O:7])=[CH:4][CH:3]=1.[Br:17][C:18]1[CH:23]=[CH:22][C:21]([N:24]=[C:25]=[O:26])=[CH:20][CH:19]=1. (7) Given the product [CH2:5]([N:12]([CH2:13][CH2:14][Cl:3])[CH2:16][C:17]1[N:18]=[CH:19][NH:20][CH:21]=1)[C:6]1[CH:11]=[CH:10][CH:9]=[CH:8][CH:7]=1, predict the reactants needed to synthesize it. The reactants are: S(Cl)([Cl:3])=O.[CH2:5]([N:12]([CH2:16][C:17]1[N:18]=[CH:19][NH:20][CH:21]=1)[CH2:13][CH2:14]O)[C:6]1[CH:11]=[CH:10][CH:9]=[CH:8][CH:7]=1. (8) Given the product [CH3:1][O:2][C:3]1[CH:4]=[CH:5][C:6]([C:7]([C:9]2[S:13][C:12]([C:14]3[CH:15]=[CH:16][CH:17]=[CH:18][CH:19]=3)=[C:11]([CH2:20][C:21]([N:37]3[CH2:41][CH2:40][CH2:39][CH2:38]3)=[O:22])[CH:10]=2)=[O:8])=[CH:24][CH:25]=1, predict the reactants needed to synthesize it. The reactants are: [CH3:1][O:2][C:3]1[CH:25]=[CH:24][C:6]([C:7]([C:9]2[S:13][C:12]([C:14]3[CH:19]=[CH:18][CH:17]=[CH:16][CH:15]=3)=[C:11]([CH2:20][C:21](O)=[O:22])[CH:10]=2)=[O:8])=[CH:5][CH:4]=1.C(Cl)(=O)C(Cl)=O.CN(C)C=O.[NH:37]1[CH2:41][CH2:40][CH2:39][CH2:38]1. (9) Given the product [CH3:19][O:18][C:15]1[N:14]=[N:13][C:12]([N:9]2[CH2:8][CH2:7][CH:6]([C:4]([OH:5])=[O:3])[CH2:11][CH2:10]2)=[CH:17][CH:16]=1, predict the reactants needed to synthesize it. The reactants are: C([O:3][C:4]([CH:6]1[CH2:11][CH2:10][N:9]([C:12]2[N:13]=[N:14][C:15]([O:18][CH3:19])=[CH:16][CH:17]=2)[CH2:8][CH2:7]1)=[O:5])C.O[Li].O. (10) Given the product [F:1][C:2]1[CH:3]=[C:4]2[C:8](=[CH:9][CH:10]=1)[NH:7][CH:6]=[C:5]2[CH2:11][CH2:12][CH2:13][N:14]([CH3:30])[CH:15]1[CH2:24][C:23]2[C:18](=[CH:19][CH:20]=[CH:21][C:22]=2[O:25][CH3:26])[O:17][CH2:16]1, predict the reactants needed to synthesize it. The reactants are: [F:1][C:2]1[CH:3]=[C:4]2[C:8](=[CH:9][CH:10]=1)[NH:7][CH:6]=[C:5]2[CH2:11][CH2:12][CH2:13][NH:14][CH:15]1[CH2:24][C:23]2[C:18](=[CH:19][CH:20]=[CH:21][C:22]=2[O:25][CH3:26])[O:17][CH2:16]1.C=O.O.[C:30](O)(=O)C.C([BH3-])#N.[Na+].